The task is: Predict the reaction yield, written as a fraction of the theoretical maximum amount of product (1.0 means a 100% yield; for example, 0.34 means a 34% yield).. This data is from Reaction yield outcomes from USPTO patents with 853,638 reactions. (1) The reactants are [CH3:1][O:2][C:3](=[O:16])[C:4]1[CH:9]=[C:8]([N+:10]([O-:12])=[O:11])[C:7]([NH2:13])=[C:6]([Cl:14])[C:5]=1F.[NH2:17][C:18]1[CH:23]=[CH:22][CH:21]=[CH:20][CH:19]=1.O. The catalyst is CO. The product is [CH3:1][O:2][C:3](=[O:16])[C:4]1[CH:9]=[C:8]([N+:10]([O-:12])=[O:11])[C:7]([NH2:13])=[C:6]([Cl:14])[C:5]=1[NH:17][C:18]1[CH:23]=[CH:22][CH:21]=[CH:20][CH:19]=1. The yield is 0.840. (2) The reactants are [F:1][C:2]1[C:3]([NH:25][C:26]2[CH:31]=[CH:30][C:29]([I:32])=[CH:28][C:27]=2[F:33])=[C:4]([C:9]([N:11]2[CH2:14][C:13]([CH2:16][NH:17]/[C:18](/SC)=[CH:19]/[N+:20]([O-:22])=[O:21])([OH:15])[CH2:12]2)=[O:10])[CH:5]=[CH:6][C:7]=1[F:8].[OH-].[NH4+:35].[ClH:36].O1CCOCC1. The catalyst is C(O)C.CO. The product is [ClH:36].[NH2:35]/[C:18](/[NH:17][CH2:16][C:13]1([OH:15])[CH2:14][N:11]([C:9]([C:4]2[CH:5]=[CH:6][C:7]([F:8])=[C:2]([F:1])[C:3]=2[NH:25][C:26]2[CH:31]=[CH:30][C:29]([I:32])=[CH:28][C:27]=2[F:33])=[O:10])[CH2:12]1)=[CH:19]\[N+:20]([O-:22])=[O:21]. The yield is 0.870. (3) The reactants are [C:1]1(=O)[CH2:7][CH2:6][CH2:5][CH2:4][CH2:3][CH2:2]1.[Br:9][C:10]1[CH:15]=[CH:14][C:13]([C:16]([C:18]2[CH:23]=[CH:22][C:21]([OH:24])=[CH:20][CH:19]=2)=O)=[CH:12][CH:11]=1. The catalyst is C1COCC1.[Zn].Cl[Ti](Cl)(Cl)Cl. The product is [Br:9][C:10]1[CH:11]=[CH:12][C:13]([C:16](=[C:1]2[CH2:7][CH2:6][CH2:5][CH2:4][CH2:3][CH2:2]2)[C:18]2[CH:23]=[CH:22][C:21]([OH:24])=[CH:20][CH:19]=2)=[CH:14][CH:15]=1. The yield is 0.710. (4) The catalyst is CCO. The reactants are C([O:3][C:4](=[O:32])/[CH:5]=[C:6](\[CH3:31])/[CH:7]=[CH:8]/[CH:9]=[C:10](/[C:15]1[C:24]([O:25][CH3:26])=[CH:23][C:22]2[C:21]([CH3:28])([CH3:27])[CH2:20][CH2:19][C:18]([CH3:30])([CH3:29])[C:17]=2[CH:16]=1)\[C:11]([F:14])([F:13])[F:12])C.[OH-].[Na+].Cl. The product is [F:12][C:11]([F:13])([F:14])/[C:10](/[C:15]1[C:24]([O:25][CH3:26])=[CH:23][C:22]2[C:21]([CH3:27])([CH3:28])[CH2:20][CH2:19][C:18]([CH3:30])([CH3:29])[C:17]=2[CH:16]=1)=[CH:9]\[CH:8]=[CH:7]\[C:6](\[CH3:31])=[CH:5]\[C:4]([OH:32])=[O:3]. The yield is 0.920. (5) The reactants are [Cl:1][C:2]1[CH:3]=[C:4]([O:24][CH3:25])[C:5]([O:22][CH3:23])=[C:6]([CH:8]([NH:10][C:11]2[CH:16]=[C:15](F)[CH:14]=[CH:13][C:12]=2[S:18]([CH3:21])(=[O:20])=[O:19])[CH3:9])[CH:7]=1.[CH3:26][N:27]1[CH2:32][CH2:31][NH:30][CH2:29][CH2:28]1.C(N(CC)C(C)C)(C)C. The catalyst is C(#N)C. The product is [Cl:1][C:2]1[CH:3]=[C:4]([O:24][CH3:25])[C:5]([O:22][CH3:23])=[C:6]([CH:8]([NH:10][C:11]2[CH:16]=[C:15]([N:30]3[CH2:31][CH2:32][N:27]([CH3:26])[CH2:28][CH2:29]3)[CH:14]=[CH:13][C:12]=2[S:18]([CH3:21])(=[O:20])=[O:19])[CH3:9])[CH:7]=1. The yield is 0.0750. (6) The reactants are [Cl:1][C:2]1[N:7]=[C:6]2[CH:8]=[C:9]([C:16](OC)=[O:17])[N:10]([CH2:11][CH2:12][CH2:13][CH2:14][F:15])[C:5]2=[CH:4][CH:3]=1.[Li]. The catalyst is C1COCC1. The product is [Cl:1][C:2]1[N:7]=[C:6]2[CH:8]=[C:9]([CH2:16][OH:17])[N:10]([CH2:11][CH2:12][CH2:13][CH2:14][F:15])[C:5]2=[CH:4][CH:3]=1. The yield is 0.980. (7) The reactants are [C:1]1([CH3:18])[CH:6]=[CH:5][CH:4]=[CH:3][C:2]=1[CH:7]1[CH2:16][CH2:15][C:14]2[C:9](=[CH:10][CH:11]=[C:12]([OH:17])[CH:13]=2)[O:8]1.Cl[C:20]1[S:21][C:22]([C:25]([O:27][CH3:28])=[O:26])=[CH:23][N:24]=1.C(=O)([O-])[O-].[K+].[K+]. The catalyst is CN(C)C=O.O. The product is [CH3:28][O:27][C:25]([C:22]1[S:21][C:20]([O:17][C:12]2[CH:13]=[C:14]3[C:9](=[CH:10][CH:11]=2)[O:8][CH:7]([C:2]2[CH:3]=[CH:4][CH:5]=[CH:6][C:1]=2[CH3:18])[CH2:16][CH2:15]3)=[N:24][CH:23]=1)=[O:26]. The yield is 0.980.